Regression. Given two drug SMILES strings and cell line genomic features, predict the synergy score measuring deviation from expected non-interaction effect. From a dataset of Merck oncology drug combination screen with 23,052 pairs across 39 cell lines. (1) Drug 1: CN1C(=O)C=CC2(C)C3CCC4(C)C(NC(=O)OCC(F)(F)F)CCC4C3CCC12. Drug 2: COc1cccc2c1C(=O)c1c(O)c3c(c(O)c1C2=O)CC(O)(C(=O)CO)CC3OC1CC(N)C(O)C(C)O1. Cell line: RPMI7951. Synergy scores: synergy=-1.72. (2) Drug 1: CCN(CC)CCNC(=O)c1c(C)[nH]c(C=C2C(=O)Nc3ccc(F)cc32)c1C. Drug 2: CCC1(O)C(=O)OCc2c1cc1n(c2=O)Cc2cc3c(CN(C)C)c(O)ccc3nc2-1. Cell line: OCUBM. Synergy scores: synergy=-4.50. (3) Drug 1: N.N.O=C(O)C1(C(=O)O)CCC1.[Pt]. Drug 2: NC1(c2ccc(-c3nc4ccn5c(=O)[nH]nc5c4cc3-c3ccccc3)cc2)CCC1. Cell line: MDAMB436. Synergy scores: synergy=17.9. (4) Drug 1: COC12C(COC(N)=O)C3=C(C(=O)C(C)=C(N)C3=O)N1CC1NC12. Drug 2: Cn1cc(-c2cnn3c(N)c(Br)c(C4CCCNC4)nc23)cn1. Cell line: NCIH2122. Synergy scores: synergy=-1.91. (5) Drug 1: CCC1=CC2CN(C1)Cc1c([nH]c3ccccc13)C(C(=O)OC)(c1cc3c(cc1OC)N(C)C1C(O)(C(=O)OC)C(OC(C)=O)C4(CC)C=CCN5CCC31C54)C2. Drug 2: CCc1cnn2c(NCc3ccc[n+]([O-])c3)cc(N3CCCCC3CCO)nc12. Cell line: CAOV3. Synergy scores: synergy=-27.2. (6) Drug 1: CN1C(=O)C=CC2(C)C3CCC4(C)C(NC(=O)OCC(F)(F)F)CCC4C3CCC12. Drug 2: CCC1(O)CC2CN(CCc3c([nH]c4ccccc34)C(C(=O)OC)(c3cc4c(cc3OC)N(C)C3C(O)(C(=O)OC)C(OC(C)=O)C5(CC)C=CCN6CCC43C65)C2)C1. Cell line: NCIH520. Synergy scores: synergy=-21.0. (7) Drug 1: CN(Cc1cnc2nc(N)nc(N)c2n1)c1ccc(C(=O)NC(CCC(=O)O)C(=O)O)cc1. Drug 2: CCN(CC)CCNC(=O)c1c(C)[nH]c(C=C2C(=O)Nc3ccc(F)cc32)c1C. Cell line: RKO. Synergy scores: synergy=-17.7.